Dataset: Full USPTO retrosynthesis dataset with 1.9M reactions from patents (1976-2016). Task: Predict the reactants needed to synthesize the given product. (1) Given the product [Cl:1][C:2]1[CH:7]=[CH:6][C:5]([O:8][C:9]2[CH:10]=[CH:11][C:12]([CH2:15][CH2:16][O:17][C:18]3[CH:23]=[CH:22][N:21]([CH2:30][C:31]4[CH:32]=[N:33][N:34]([CH3:36])[CH:35]=4)[C:20](=[O:24])[CH:19]=3)=[CH:13][CH:14]=2)=[CH:4][C:3]=1[C:25]([F:28])([F:26])[F:27], predict the reactants needed to synthesize it. The reactants are: [Cl:1][C:2]1[CH:7]=[CH:6][C:5]([O:8][C:9]2[CH:14]=[CH:13][C:12]([CH2:15][CH2:16][O:17][C:18]3[CH:23]=[CH:22][NH:21][C:20](=[O:24])[CH:19]=3)=[CH:11][CH:10]=2)=[CH:4][C:3]=1[C:25]([F:28])([F:27])[F:26].Cl[CH2:30][C:31]1[CH:32]=[N:33][N:34]([CH3:36])[CH:35]=1. (2) Given the product [CH3:1][O:15][C:14](=[O:16])[C:13](=[O:17])[CH:12]=[CH:11][C:9]1[S:10][C:6]([Br:5])=[CH:7][CH:8]=1, predict the reactants needed to synthesize it. The reactants are: [C:1](Cl)(=O)C.[Br:5][C:6]1[S:10][C:9]([CH:11]=[CH:12][C:13](=[O:17])[C:14]([OH:16])=[O:15])=[CH:8][CH:7]=1. (3) Given the product [O:1]1[CH:5]=[CH:4][CH:3]=[C:2]1[C:6]1[O:7][C:8]([CH3:36])=[C:9]([CH2:11][O:12][C:13]2[CH:33]=[CH:32][C:16]([CH2:17][O:18][C:19]3[C:23]([C:24]4[O:25][CH:48]=[N:47][CH:46]=4)=[CH:22][N:21]([C:26]4[CH:27]=[CH:28][CH:29]=[CH:30][CH:31]=4)[N:20]=3)=[CH:15][C:14]=2[O:34][CH3:35])[N:10]=1, predict the reactants needed to synthesize it. The reactants are: [O:1]1[CH:5]=[CH:4][CH:3]=[C:2]1[C:6]1[O:7][C:8]([CH3:36])=[C:9]([CH2:11][O:12][C:13]2[CH:33]=[CH:32][C:16]([CH2:17][O:18][C:19]3[C:23]([CH:24]=[O:25])=[CH:22][N:21]([C:26]4[CH:31]=[CH:30][CH:29]=[CH:28][CH:27]=4)[N:20]=3)=[CH:15][C:14]=2[O:34][CH3:35])[N:10]=1.C1(C)C=CC(S([CH2:46][N+:47]#[C-:48])(=O)=O)=CC=1.C(=O)([O-])[O-].[K+].[K+].CO. (4) Given the product [CH3:11][N:8]1[C:9]2[C:5](=[CH:4][CH:3]=[C:2]([NH:1][C:23](=[O:28])[C:22]3[CH:21]=[CH:25][N:24]=[CH:27][CH:30]=3)[CH:10]=2)[C:6]2([CH2:13][CH2:14][CH2:15][CH2:16]2)[C:7]1=[O:12], predict the reactants needed to synthesize it. The reactants are: [NH2:1][C:2]1[CH:10]=[C:9]2[C:5]([C:6]3([CH2:16][CH2:15][CH2:14][CH2:13]3)[C:7](=[O:12])[N:8]2[CH3:11])=[CH:4][CH:3]=1.NC1C=[C:25]2[C:21]([C:22]([CH3:30])(C)[C:23](=[O:28])[N:24]2[CH3:27])=CC=1.[N+](C1C=C2C(C3(CCCC3)C(=O)N2)=CC=1)([O-])=O. (5) Given the product [OH:40][CH:38]1[CH2:39][N:36]([CH2:31][C:29]2[C:28]([CH3:33])=[N:27][N:26]([C:24]3[C:23]([CH3:34])=[CH:22][N:21]=[C:20]([NH:19][C:4]4[C:3]([O:2][CH3:1])=[CH:8][C:7]([N:9]5[CH2:10][CH2:11][N:12]([CH3:15])[CH2:13][CH2:14]5)=[C:6]([NH:16][C:3](=[O:2])[CH:4]=[CH2:5])[CH:5]=4)[N:25]=3)[CH:30]=2)[CH2:37]1, predict the reactants needed to synthesize it. The reactants are: [CH3:1][O:2][C:3]1[CH:8]=[C:7]([N:9]2[CH2:14][CH2:13][N:12]([CH3:15])[CH2:11][CH2:10]2)[C:6]([N+:16]([O-])=O)=[CH:5][C:4]=1[NH:19][C:20]1[N:25]=[C:24]([N:26]2[CH:30]=[C:29]([CH:31]=O)[C:28]([CH3:33])=[N:27]2)[C:23]([CH3:34])=[CH:22][N:21]=1.Cl.[NH:36]1[CH2:39][CH:38]([OH:40])[CH2:37]1. (6) Given the product [CH3:25][C:26]([CH3:45])([CH3:46])[CH2:27][C:28]([NH:30][C:31]1[CH:32]=[C:33]2[C:37](=[CH:38][CH:39]=1)[N:36]([CH2:51][C:50]1[CH:53]=[CH:54][CH:55]=[CH:56][C:49]=1[C:48]([F:47])([F:57])[F:58])[C:35]([C:40]([O:42][CH2:43][CH3:44])=[O:41])=[CH:34]2)=[O:29], predict the reactants needed to synthesize it. The reactants are: O1CCOCCOCCOCCOCCOCC1.CC(C)([O-])C.[K+].[CH3:25][C:26]([CH3:46])([CH3:45])[CH2:27][C:28]([NH:30][C:31]1[CH:32]=[C:33]2[C:37](=[CH:38][CH:39]=1)[NH:36][C:35]([C:40]([O:42][CH2:43][CH3:44])=[O:41])=[CH:34]2)=[O:29].[F:47][C:48]([F:58])([F:57])[C:49]1[CH:56]=[CH:55][CH:54]=[CH:53][C:50]=1[CH2:51]Br. (7) Given the product [F:15][C:14]1[C:2]([F:1])=[C:3]([C:4]([OH:6])=[O:5])[C:11]2[O:20][C:17]([CH3:19])([CH3:18])[CH2:16][C:12]=2[CH:13]=1, predict the reactants needed to synthesize it. The reactants are: [F:1][C:2]1[C:14]([F:15])=[CH:13][C:12]([CH2:16][C:17]([CH3:19])=[CH2:18])=[C:11]([OH:20])[C:3]=1[C:4]([O:6]CC(C)=C)=[O:5]. (8) Given the product [CH2:1]([O:3][C:4](=[O:26])[C:5]([O:23][CH2:24][CH3:25])([CH3:22])[CH2:6][C:8]1[CH:13]=[CH:12][C:11]([O:14][CH2:15][C:16]2[CH:17]=[CH:18][CH:19]=[CH:20][CH:21]=2)=[CH:10][CH:9]=1)[CH3:2], predict the reactants needed to synthesize it. The reactants are: [CH2:1]([O:3][C:4](=[O:26])[C:5]([O:23][CH2:24][CH3:25])([CH3:22])[CH:6]([C:8]1[CH:13]=[CH:12][C:11]([O:14][CH2:15][C:16]2[CH:21]=[CH:20][CH:19]=[CH:18][CH:17]=2)=[CH:10][CH:9]=1)O)[CH3:2].C([SiH](CC)CC)C.B(F)(F)F.CCOCC. (9) Given the product [NH2:24][C:17]([C@@H:12]([NH:11][C:9](=[O:10])[O:8][CH2:1][C:2]1[CH:7]=[CH:6][CH:5]=[CH:4][CH:3]=1)[C:13]([CH3:16])([CH3:15])[CH3:14])=[O:19], predict the reactants needed to synthesize it. The reactants are: [CH2:1]([O:8][C:9]([NH:11][C@H:12]([C:17]([OH:19])=O)[C:13]([CH3:16])([CH3:15])[CH3:14])=[O:10])[C:2]1[CH:7]=[CH:6][CH:5]=[CH:4][CH:3]=1.[Cl-].[NH4+].C([N:24](CC)CC)C.C1C=CC2N(O)N=NC=2C=1.